Dataset: Forward reaction prediction with 1.9M reactions from USPTO patents (1976-2016). Task: Predict the product of the given reaction. (1) Given the reactants [C:1]([N:8]1[CH2:15][CH2:14][CH2:13][C@H:9]1[C:10]([OH:12])=O)([O:3][C:4]([CH3:7])([CH3:6])[CH3:5])=[O:2].[CH2:16](Cl)CCl.C1C=CC2N(O)N=NC=2C=1.C(N(CC)CC)C.C[Mg]Br, predict the reaction product. The product is: [C:10]([C@@H:9]1[CH2:13][CH2:14][CH2:15][N:8]1[C:1]([O:3][C:4]([CH3:5])([CH3:6])[CH3:7])=[O:2])(=[O:12])[CH3:16]. (2) Given the reactants CC(C[AlH]CC(C)C)C.[Br:10][C:11]1[C:12]([CH2:22][Br:23])=[C:13]([CH:18]=[C:19]([F:21])[CH:20]=1)[C:14](OC)=[O:15], predict the reaction product. The product is: [Br:10][C:11]1[C:12]([CH2:22][Br:23])=[C:13]([CH2:14][OH:15])[CH:18]=[C:19]([F:21])[CH:20]=1. (3) Given the reactants C(OC(=O)[NH:7][C:8]1[CH:13]=[C:12]([O:14][CH2:15][C:16]([F:19])([F:18])[F:17])[C:11]([C:20]([F:23])([F:22])[F:21])=[CH:10][C:9]=1[NH:24][C:25](=[O:45])[CH2:26][C:27]([C:29]1[CH:34]=[CH:33][CH:32]=[C:31]([C:35]2[CH:36]=[N:37][C:38]([CH:42]3[CH2:44][CH2:43]3)=[CH:39][C:40]=2[CH3:41])[CH:30]=1)=O)(C)(C)C.C(O)(C(F)(F)F)=O, predict the reaction product. The product is: [CH:42]1([C:38]2[N:37]=[CH:36][C:35]([C:31]3[CH:30]=[C:29]([C:27]4[CH2:26][C:25](=[O:45])[NH:24][C:9]5[CH:10]=[C:11]([C:20]([F:21])([F:22])[F:23])[C:12]([O:14][CH2:15][C:16]([F:19])([F:17])[F:18])=[CH:13][C:8]=5[N:7]=4)[CH:34]=[CH:33][CH:32]=3)=[C:40]([CH3:41])[CH:39]=2)[CH2:43][CH2:44]1. (4) The product is: [Cl:1][C:2]1[C:3]([O:12][C:13]2[CH:18]=[C:17]([O:19][C:20]([CH3:25])([CH3:24])[CH2:21][CH2:22][O:23][CH2:40][O:41][CH3:42])[CH:16]=[CH:15][C:14]=2/[CH:26]=[CH:27]/[C:28]([O:30][CH2:37][CH3:39])=[O:29])=[N:4][CH:5]=[C:6]([C:8]([F:10])([F:9])[F:11])[CH:7]=1. Given the reactants [Cl:1][C:2]1[C:3]([O:12][C:13]2[CH:18]=[C:17]([O:19][C:20]([CH3:25])([CH3:24])[CH2:21][CH2:22][OH:23])[CH:16]=[CH:15][C:14]=2/[CH:26]=[CH:27]/[C:28]([O-:30])=[O:29])=[N:4][CH:5]=[C:6]([C:8]([F:11])([F:10])[F:9])[CH:7]=1.C(N([CH:37]([CH3:39])C)CC)(C)C.[CH3:40][O:41][CH2:42]Cl.O, predict the reaction product.